From a dataset of Catalyst prediction with 721,799 reactions and 888 catalyst types from USPTO. Predict which catalyst facilitates the given reaction. Reactant: [CH3:1][O:2][C:3]([C:5]1[CH:6]=[C:7]2[C:11](=[CH:12][CH:13]=1)[N:10](C(OC(C)(C)C)=O)[CH:9]=[C:8]2[C:21]1([C:25]#[N:26])[CH2:24][CH2:23][CH2:22]1)=[O:4]. The catalyst class is: 55. Product: [CH3:1][O:2][C:3]([C:5]1[CH:6]=[C:7]2[C:11](=[CH:12][CH:13]=1)[NH:10][CH:9]=[C:8]2[C:21]1([C:25]#[N:26])[CH2:22][CH2:23][CH2:24]1)=[O:4].